From a dataset of Forward reaction prediction with 1.9M reactions from USPTO patents (1976-2016). Predict the product of the given reaction. (1) Given the reactants [CH2:1]([O:3][C:4]([C:6]1[C:7](Br)=[N:8][N:9]([CH2:11][C:12]2[CH:17]=[CH:16][C:15]([CH2:18][N:19]3[CH:23]=[C:22]([CH3:24])[CH:21]=[N:20]3)=[CH:14][CH:13]=2)[CH:10]=1)=[O:5])[CH3:2].C1(P(C2CCCCC2)C2C=CC=CC=2C2C(OC(C)C)=CC=CC=2OC(C)C)CCCCC1.CC(OC1C=CC=C(OC(C)C)C=1C1C(P(C2CCCCC2)C2CCCCC2)=CC=CC=1)C.[NH:92]1[CH2:97][CH2:96][O:95][CH2:94][CH2:93]1.C(=O)([O-])[O-].[Cs+].[Cs+], predict the reaction product. The product is: [CH2:1]([O:3][C:4]([C:6]1[C:7]([N:92]2[CH2:97][CH2:96][O:95][CH2:94][CH2:93]2)=[N:8][N:9]([CH2:11][C:12]2[CH:17]=[CH:16][C:15]([CH2:18][N:19]3[CH:23]=[C:22]([CH3:24])[CH:21]=[N:20]3)=[CH:14][CH:13]=2)[CH:10]=1)=[O:5])[CH3:2]. (2) Given the reactants [CH:1]1([CH2:7][O:8][C:9]2[C:10]3[N:11]([C:15]([C:19]([OH:21])=O)=[C:16]([CH3:18])[N:17]=3)[CH:12]=[CH:13][CH:14]=2)[CH2:6][CH2:5][CH2:4][CH2:3][CH2:2]1.C(N1C=CN=C1)(N1C=CN=C1)=O.[C:34]([O:37][CH2:38][CH2:39][CH2:40][S:41]([NH2:44])(=[O:43])=[O:42])(=[O:36])[CH3:35].C1CCN2C(=NCCC2)CC1, predict the reaction product. The product is: [C:34]([O:37][CH2:38][CH2:39][CH2:40][S:41]([NH:44][C:19]([C:15]1[N:11]2[CH:12]=[CH:13][CH:14]=[C:9]([O:8][CH2:7][CH:1]3[CH2:2][CH2:3][CH2:4][CH2:5][CH2:6]3)[C:10]2=[N:17][C:16]=1[CH3:18])=[O:21])(=[O:42])=[O:43])(=[O:36])[CH3:35]. (3) Given the reactants Br[C:2]1[CH:7]=[CH:6][C:5]([CH:8]([C:13]2[CH:18]=[CH:17][C:16]([Cl:19])=[C:15]([F:20])[CH:14]=2)[CH2:9][C:10]([NH2:12])=[O:11])=[CH:4][CH:3]=1.CC1(C)C(C)(C)OB([C:29]2[CH:30]=[N:31][NH:32][CH:33]=2)O1.P([O-])([O-])([O-])=O.[K+].[K+].[K+].C(O)C, predict the reaction product. The product is: [Cl:19][C:16]1[CH:17]=[CH:18][C:13]([CH:8]([C:5]2[CH:6]=[CH:7][C:2]([C:29]3[CH:30]=[N:31][NH:32][CH:33]=3)=[CH:3][CH:4]=2)[CH2:9][C:10]([NH2:12])=[O:11])=[CH:14][C:15]=1[F:20]. (4) The product is: [C:1]1([C:19]2[CH:20]=[CH:21][CH:22]=[CH:23][CH:24]=2)[CH:2]=[CH:3][C:4]([N:7]2[CH:12]=[CH:11][CH:10]=[C:9]([C:13]([OH:15])=[O:14])[C:8]2=[O:18])=[CH:5][CH:6]=1. Given the reactants [C:1]1([C:19]2[CH:24]=[CH:23][CH:22]=[CH:21][CH:20]=2)[CH:6]=[CH:5][C:4]([N:7]2[CH:12]=[CH:11][CH:10]=[C:9]([C:13]([O:15]CC)=[O:14])[C:8]2=[O:18])=[CH:3][CH:2]=1.[OH-].[Na+], predict the reaction product. (5) Given the reactants [Cl-].[CH3:2][O:3][C:4]1[CH:29]=[CH:28][C:7]([CH2:8][P+](C2C=CC=CC=2)(C2C=CC=CC=2)C2C=CC=CC=2)=[CH:6][CH:5]=1.C(O[K])(C)(C)C.[Br:36][C:37]1[S:38][C:39]([CH:42]=O)=[CH:40][N:41]=1, predict the reaction product. The product is: [CH3:2][O:3][C:4]1[CH:5]=[CH:6][C:7]([CH:8]=[CH:42][C:39]2[S:38][C:37]([Br:36])=[N:41][CH:40]=2)=[CH:28][CH:29]=1. (6) The product is: [S:9]1[CH:8]=[C:7]([CH2:10][NH:15][S:12]([NH2:16])(=[O:14])=[O:13])[C:5]2[CH:6]=[CH:1][CH:2]=[CH:3][C:4]1=2. Given the reactants [CH:1]1[CH:6]=[C:5]2[C:7]([CH:10]=O)=[CH:8][S:9][C:4]2=[CH:3][CH:2]=1.[S:12]([NH2:16])([NH2:15])(=[O:14])=[O:13].S(=O)(=O)(O)N.[BH4-].[Li+], predict the reaction product. (7) Given the reactants [OH:1][C@@H:2]([CH2:24][OH:25])[CH2:3][C:4]1[CH:5]=[C:6]([F:23])[C:7]([N:10]2[CH2:15][CH2:14][N:13](C(OC(C)(C)C)=O)[CH2:12][CH2:11]2)=[N:8][CH:9]=1.Cl.C(OCC)C, predict the reaction product. The product is: [F:23][C:6]1[CH:5]=[C:4]([CH2:3][C@@H:2]([OH:1])[CH2:24][OH:25])[CH:9]=[N:8][C:7]=1[N:10]1[CH2:11][CH2:12][NH:13][CH2:14][CH2:15]1. (8) The product is: [Cl:19][C:3]1[C:2]([I:1])=[CH:11][C:10]2[C:5]([CH:4]=1)=[CH:6][C:7]([O:12][CH3:13])=[CH:8][CH:9]=2. Given the reactants [I:1][C:2]1[C:3](N)=[CH:4][C:5]2[C:10]([CH:11]=1)=[CH:9][CH:8]=[C:7]([O:12][CH3:13])[CH:6]=2.N([O-])=O.[Na+].[ClH:19], predict the reaction product.